Task: Predict the reactants needed to synthesize the given product.. Dataset: Full USPTO retrosynthesis dataset with 1.9M reactions from patents (1976-2016) Given the product [CH3:1][C:2]1[CH:13]2[CH2:14][O:15][CH2:16][CH:12]2[CH2:11][CH2:10][CH2:9][CH2:8][CH2:7][CH2:6][CH2:5][CH2:4][CH:3]=1, predict the reactants needed to synthesize it. The reactants are: [CH3:1][C:2]1(O)[CH:13]2[CH2:14][O:15][CH2:16][CH:12]2[CH2:11][CH2:10][CH2:9][CH2:8][CH2:7][CH2:6][CH2:5][CH2:4][CH2:3]1.C1(C)C=CC(S(O)(=O)=O)=CC=1.O.